From a dataset of Forward reaction prediction with 1.9M reactions from USPTO patents (1976-2016). Predict the product of the given reaction. (1) Given the reactants [Br-].[Br-].[Br-].C1([N+](C)(C)C)C=CC=CC=1.C1([N+](C)(C)C)C=CC=CC=1.C1([N+](C)(C)C)C=CC=CC=1.[OH:34][CH2:35][C@@H:36]1[CH2:41][C@H:40]2[CH2:42][C@@:39]32[C@H:43]2[C@H:52]([CH2:53][CH2:54][C@:37]13[CH3:38])[C:51]1[CH2:50][CH2:49][C:48](=[O:55])[CH2:47][C:46]=1[CH2:45][C@H:44]2[CH3:56], predict the reaction product. The product is: [OH:34][CH2:35][C@@H:36]1[CH2:41][C@H:40]2[CH2:42][C@@:39]32[C@H:43]2[C:52]([CH2:53][CH2:54][C@:37]13[CH3:38])=[C:51]1[C:46](=[CH:47][C:48](=[O:55])[CH2:49][CH2:50]1)[CH2:45][C@H:44]2[CH3:56]. (2) Given the reactants [Si:1]([O:8][CH:9]1[C:14](=[O:15])[CH2:13][CH:12]([C:16]2[CH:21]=[CH:20][N:19]=[CH:18][C:17]=2[N+:22]([O-:24])=[O:23])[O:11][CH:10]1[CH3:25])([C:4]([CH3:7])([CH3:6])[CH3:5])([CH3:3])[CH3:2].[BH4-].[Na+], predict the reaction product. The product is: [Si:1]([O:8][CH:9]1[CH:14]([OH:15])[CH2:13][CH:12]([C:16]2[CH:21]=[CH:20][N:19]=[CH:18][C:17]=2[N+:22]([O-:24])=[O:23])[O:11][CH:10]1[CH3:25])([C:4]([CH3:7])([CH3:5])[CH3:6])([CH3:3])[CH3:2]. (3) Given the reactants [C:1]([O:5][C:6]([N:8]1[CH2:14][CH2:13][C:12]2[C:15]([S:20][CH2:21][CH2:22][CH2:23][N:24]3C(=O)C4C(=CC=CC=4)C3=O)=[C:16]([Cl:19])[CH:17]=[CH:18][C:11]=2[CH2:10][CH2:9]1)=[O:7])([CH3:4])([CH3:3])[CH3:2].NN, predict the reaction product. The product is: [NH2:24][CH2:23][CH2:22][CH2:21][S:20][C:15]1[C:12]2[CH2:13][CH2:14][N:8]([C:6]([O:5][C:1]([CH3:3])([CH3:2])[CH3:4])=[O:7])[CH2:9][CH2:10][C:11]=2[CH:18]=[CH:17][C:16]=1[Cl:19]. (4) Given the reactants C([C:3]1[CH:16]=[CH:15][C:6]([NH:7][C:8]([O:10]C(C)(C)C)=O)=[CH:5][CH:4]=1)#N.S.[C:18]([NH:25][C:26]1[CH:31]=[CH:30][C:29]([C:32](=[S:34])[NH2:33])=[CH:28][CH:27]=1)([O:20][C:21]([CH3:24])([CH3:23])[CH3:22])=[O:19], predict the reaction product. The product is: [C:21]([O:20][C:18](=[O:19])[NH:25][C:26]1[CH:27]=[CH:28][C:29]([C:32]2[S:34][CH:16]=[C:3]([C:4]3[C:8](=[O:10])[NH:7][C:6]4[C:5]([CH:5]=3)=[CH:4][CH:3]=[CH:16][CH:15]=4)[N:33]=2)=[CH:30][CH:31]=1)([CH3:24])([CH3:23])[CH3:22]. (5) The product is: [Si:45]([O:29][C@@H:27]([CH3:28])[C@@H:11]([NH:10][C:4]1[CH:5]=[CH:6][C:7]([C:8]#[N:9])=[C:2]([Cl:1])[C:3]=1[CH3:30])[C:12]([NH:14][NH:15][C:16]([C:18]1[CH:19]=[C:20]2[C:24](=[CH:25][CH:26]=1)[NH:23][CH:22]=[CH:21]2)=[O:17])=[O:13])([C:41]([CH3:44])([CH3:43])[CH3:42])([CH3:47])[CH3:46]. Given the reactants [Cl:1][C:2]1[C:3]([CH3:30])=[C:4]([NH:10][C@H:11]([C@@H:27]([OH:29])[CH3:28])[C:12]([NH:14][NH:15][C:16]([C:18]2[CH:19]=[C:20]3[C:24](=[CH:25][CH:26]=2)[NH:23][CH:22]=[CH:21]3)=[O:17])=[O:13])[CH:5]=[CH:6][C:7]=1[C:8]#[N:9].CN(C=O)C.N1C=CN=C1.[C:41]([Si:45](Cl)([CH3:47])[CH3:46])([CH3:44])([CH3:43])[CH3:42], predict the reaction product. (6) Given the reactants [F:1][C:2]1[CH:29]=[CH:28][C:5]([CH2:6][NH:7][C:8]([C:10]2([CH2:23][CH2:24][CH2:25][CH2:26]Br)[C:22]3[CH:21]=[CH:20][CH:19]=[CH:18][C:17]=3[C:16]3[C:11]2=[CH:12][CH:13]=[CH:14][CH:15]=3)=[O:9])=[CH:4][CH:3]=1.[CH3:30][N:31]1[C:35]2[CH:36]=[CH:37][CH:38]=[CH:39][C:34]=2[N:33]=[C:32]1[N:40]1[CH2:45][CH2:44][NH:43][CH2:42][CH2:41]1, predict the reaction product. The product is: [F:1][C:2]1[CH:29]=[CH:28][C:5]([CH2:6][NH:7][C:8]([C:10]2([CH2:23][CH2:24][CH2:25][CH2:26][N:43]3[CH2:44][CH2:45][N:40]([C:32]4[N:31]([CH3:30])[C:35]5[CH:36]=[CH:37][CH:38]=[CH:39][C:34]=5[N:33]=4)[CH2:41][CH2:42]3)[C:22]3[CH:21]=[CH:20][CH:19]=[CH:18][C:17]=3[C:16]3[C:11]2=[CH:12][CH:13]=[CH:14][CH:15]=3)=[O:9])=[CH:4][CH:3]=1.